Task: Binary Classification. Given a miRNA mature sequence and a target amino acid sequence, predict their likelihood of interaction.. Dataset: Experimentally validated miRNA-target interactions with 360,000+ pairs, plus equal number of negative samples The miRNA is hsa-miR-30c-5p with sequence UGUAAACAUCCUACACUCUCAGC. The protein sequence of the target gene is MALRRGGCGALGLLLLLLGAACLIPRSAQVRRLARCPATCSCTKESIICVGSSWVPRIVPGDISSLSLVNGTFSEIKDRMFSHLPSLQLLLLNSNSFTIIRDDAFAGLFHLEYLFIEGNKIETISRNAFRGLRDLTHLSLANNHIKALPRDVFSDLDSLIELDLRGNKFECDCKAKWLYLWLKMTNSTVSDVLCIGPPEYQEKKLNDVTSFDYECTTTDFVVHQTLPYQSVSVDTFNSKNDVYVAIAQPSMENCMVLEWDHIEMNFRSYDNITGQSIVGCKAILIDDQVFVVVAQLFGGS.... Result: 0 (no interaction).